Task: Predict the reaction yield, written as a fraction of the theoretical maximum amount of product (1.0 means a 100% yield; for example, 0.34 means a 34% yield).. Dataset: Reaction yield outcomes from USPTO patents with 853,638 reactions (1) The reactants are [Cl:1][C:2]1[CH:7]=[CH:6][C:5]([CH2:8][C:9]([OH:11])=[O:10])=[CH:4][CH:3]=1.[CH2:12](O)[CH3:13]. The catalyst is S(=O)(=O)(O)O. The product is [CH2:12]([O:10][C:9](=[O:11])[CH2:8][C:5]1[CH:4]=[CH:3][C:2]([Cl:1])=[CH:7][CH:6]=1)[CH3:13]. The yield is 0.990. (2) The reactants are [CH3:20][O:19][C:17]([C:16]1[CH:21]=[CH:22][C:13]([S:12][S:12][C:13]2[CH:22]=[CH:21][C:16]([C:17]([O:19][CH3:20])=[O:18])=[CH:15][C:14]=2[N+:23]([O-])=O)=[C:14]([N+:23]([O-])=O)[CH:15]=1)=[O:18].[CH3:29][C:30](OCC1C2C(=CC=CC=2)C(COC(C)=O)=C2C=1C=CC=C2)=O. The yield is 0.550. The catalyst is C(O)(=O)C.C(OCC)(=O)C.[Zn]. The product is [CH3:29][C:30]1[S:12][C:13]2[CH:22]=[CH:21][C:16]([C:17]([O:19][CH3:20])=[O:18])=[CH:15][C:14]=2[N:23]=1. (3) The reactants are C(Cl)CCl.[NH2:5][C:6]1[N:11]=[CH:10][C:9](/[CH:12]=[CH:13]/[C:14]([OH:16])=O)=[CH:8][CH:7]=1.C([N:20]1[C:28]2[C:23](=[CH:24][CH:25]=[CH:26][CH:27]=2)[C:22]([CH2:29][NH:30][CH3:31])=[CH:21]1)(=O)C.C1C=CC2N(O)N=NC=2C=1.O.C(N(C(C)C)CC)(C)C. The catalyst is CN(C=O)C. The product is [NH2:5][C:6]1[N:11]=[CH:10][C:9](/[CH:12]=[CH:13]/[C:14]([N:30]([CH2:29][C:22]2[C:23]3[C:28](=[CH:27][CH:26]=[CH:25][CH:24]=3)[NH:20][CH:21]=2)[CH3:31])=[O:16])=[CH:8][CH:7]=1. The yield is 0.520. (4) The reactants are Br[C:2]1[CH:3]=[C:4]2[C:9](=[CH:10][CH:11]=1)[N:8]=[CH:7][N:6]=[C:5]2[C:12]1[CH:13]=[CH:14][C:15]([CH3:29])=[C:16]([CH:28]=1)[C:17]([N:19]1[CH2:24][CH2:23][N:22]([C:25](=[O:27])[CH3:26])[CH2:21][CH2:20]1)=[O:18].[CH3:30][O:31][C:32]1[N:37]=[CH:36][C:35](B(O)O)=[CH:34][CH:33]=1.[O-]P([O-])([O-])=O.[K+].[K+].[K+]. The catalyst is Cl[Pd](Cl)([P](C1C=CC=CC=1)(C1C=CC=CC=1)C1C=CC=CC=1)[P](C1C=CC=CC=1)(C1C=CC=CC=1)C1C=CC=CC=1. The product is [CH3:30][O:31][C:32]1[N:37]=[CH:36][C:35]([C:2]2[CH:3]=[C:4]3[C:9](=[CH:10][CH:11]=2)[N:8]=[CH:7][N:6]=[C:5]3[C:12]2[CH:13]=[CH:14][C:15]([CH3:29])=[C:16]([CH:28]=2)[C:17]([N:19]2[CH2:24][CH2:23][N:22]([C:25](=[O:27])[CH3:26])[CH2:21][CH2:20]2)=[O:18])=[CH:34][CH:33]=1. The yield is 0.600. (5) The reactants are [O:1]1[C:6]2[CH:7]=[CH:8][C:9]([C:11]([OH:13])=O)=[CH:10][C:5]=2[O:4][CH2:3][CH2:2]1.S(Cl)([Cl:16])=O. No catalyst specified. The product is [O:1]1[C:6]2[CH:7]=[CH:8][C:9]([C:11]([Cl:16])=[O:13])=[CH:10][C:5]=2[O:4][CH:3]=[CH:2]1. The yield is 1.00. (6) The reactants are [F:1][C:2]1[CH:7]=[CH:6][C:5]([S:8](Cl)(=[O:10])=[O:9])=[CH:4][CH:3]=1.[NH2:12][C:13]1[CH:18]=[CH:17][C:16]([C:19](=[O:21])[CH3:20])=[CH:15][CH:14]=1. The catalyst is N1C=CC=CC=1. The product is [C:19]([C:16]1[CH:17]=[CH:18][C:13]([NH:12][S:8]([C:5]2[CH:6]=[CH:7][C:2]([F:1])=[CH:3][CH:4]=2)(=[O:10])=[O:9])=[CH:14][CH:15]=1)(=[O:21])[CH3:20]. The yield is 0.955. (7) The reactants are Cl[CH2:2][C:3]([NH:5][C:6]1[CH:15]=[CH:14][CH:13]=[CH:12][C:7]=1[C:8]([NH:10][CH3:11])=[O:9])=[O:4].[OH:16][C:17]1[CH:22]=[CH:21][C:20]([C:23](=[O:25])[CH3:24])=[CH:19][CH:18]=1.C(=O)([O-])[O-].[K+].[K+]. The catalyst is CC(=O)CC. The product is [C:23]([C:20]1[CH:21]=[CH:22][C:17]([O:16][CH2:2][C:3]([NH:5][C:6]2[CH:15]=[CH:14][CH:13]=[CH:12][C:7]=2[C:8]([NH:10][CH3:11])=[O:9])=[O:4])=[CH:18][CH:19]=1)(=[O:25])[CH3:24]. The yield is 0.844. (8) The reactants are [NH2:1][C:2]1[CH:11]=[CH:10][C:9]2[NH:8][C:7](=[O:12])[C:6]3[NH:13][CH:14]=[CH:15][C:5]=3[C:4]=2[CH:3]=1.Cl.[CH2:17]([C:19]([OH:21])=[O:20])[CH3:18].[C:22]([NH:25][C:26]1[CH:31]=[CH:30][C:29]([S:32](Cl)(=[O:34])=[O:33])=[CH:28][CH:27]=1)(=[O:24])[CH3:23]. The catalyst is CO. The product is [C:22]([NH:25][C:26]1[CH:27]=[CH:28][C:29]([S:32]([NH:1][C:2]2[CH:11]=[CH:10][C:9]3[NH:8][C:7](=[O:12])[C:6]4[NH:13][CH:14]=[CH:15][C:5]=4[C:4]=3[CH:3]=2)(=[O:34])=[O:33])=[CH:30][CH:31]=1)(=[O:24])[CH3:23].[CH2:17]([C:19]([O-:21])=[O:20])[CH3:18]. The yield is 0.380.